From a dataset of Catalyst prediction with 721,799 reactions and 888 catalyst types from USPTO. Predict which catalyst facilitates the given reaction. (1) Reactant: [NH:1]1[C:11]2[C:6](=[CH:7][CH:8]=[CH:9][CH:10]=2)[C:4](=O)[C:2]1=O.[OH-:12].[Na+].[N:14]([O-])=O.[Na+].OS(O)(=O)=O.[OH2:23].O.[Sn](Cl)Cl. Product: [NH:1]1[C:11]2[C:6](=[CH:7][CH:8]=[CH:9][CH:10]=2)[C:4]([C:2]([OH:23])=[O:12])=[N:14]1. The catalyst class is: 223. (2) Reactant: C(OC([N:8]1[CH2:13][CH2:12][N:11]([CH2:14][C:15]2[C:16]([C:36]3[CH:41]=[CH:40][CH:39]=[CH:38][CH:37]=3)=[N:17][C:18]3[C:23]([C:24]=2[C:25](=[O:35])[NH:26][C@H:27]([CH:29]2[CH2:34][CH2:33][CH2:32][CH2:31][CH2:30]2)[CH3:28])=[CH:22][CH:21]=[CH:20][CH:19]=3)[C:10](=[O:42])[CH2:9]1)=O)(C)(C)C. Product: [CH:29]1([C@@H:27]([NH:26][C:25]([C:24]2[C:23]3[C:18](=[CH:19][CH:20]=[CH:21][CH:22]=3)[N:17]=[C:16]([C:36]3[CH:37]=[CH:38][CH:39]=[CH:40][CH:41]=3)[C:15]=2[CH2:14][N:11]2[CH2:12][CH2:13][NH:8][CH2:9][C:10]2=[O:42])=[O:35])[CH3:28])[CH2:34][CH2:33][CH2:32][CH2:31][CH2:30]1. The catalyst class is: 157. (3) Reactant: [CH2:1]([NH:8][C:9](=[O:26])[CH:10]([NH:17][CH2:18][C:19]1[CH:24]=[CH:23][C:22]([Cl:25])=[CH:21][CH:20]=1)[C:11]1[CH:16]=[CH:15][CH:14]=[CH:13][CH:12]=1)[C:2]1[CH:7]=[CH:6][CH:5]=[CH:4][CH:3]=1.C=[O:28].[CH2:29](Cl)CCl.C([BH3-])#N.[C:36]([OH:39])(=[O:38])[CH3:37]. Product: [C:9]([OH:26])(=[O:28])/[CH:10]=[CH:37]/[C:36]([OH:39])=[O:38].[CH2:1]([NH:8][C:9](=[O:26])[CH:10]([N:17]([CH2:18][C:19]1[CH:24]=[CH:23][C:22]([Cl:25])=[CH:21][CH:20]=1)[CH3:29])[C:11]1[CH:16]=[CH:15][CH:14]=[CH:13][CH:12]=1)[C:2]1[CH:7]=[CH:6][CH:5]=[CH:4][CH:3]=1. The catalyst class is: 5. (4) Reactant: [F:1][C:2]1([F:46])[CH2:7][CH2:6][CH:5]([C:8]2[C:17]3[C@@H:16]([OH:18])[CH2:15][C:14]([CH3:20])([CH3:19])[CH2:13][C:12]=3[N:11]=[C:10]([CH:21]3[CH2:26][CH2:25][N:24]([C:27]4[N:32]=[CH:31][C:30]([OH:33])=[CH:29][N:28]=4)[CH2:23][CH2:22]3)[C:9]=2[C@@H:34]([F:45])[C:35]2[CH:40]=[CH:39][C:38]([C:41]([F:44])([F:43])[F:42])=[CH:37][CH:36]=2)[CH2:4][CH2:3]1.C1(C)C=CC(S(O[CH2:57][C@@H:58]2[CH2:62][O:61][C:60]([CH3:64])([CH3:63])[O:59]2)(=O)=O)=CC=1.C(=O)([O-])[O-].[K+].[K+].O. Product: [F:46][C:2]1([F:1])[CH2:3][CH2:4][CH:5]([C:8]2[C:17]3[C@@H:16]([OH:18])[CH2:15][C:14]([CH3:19])([CH3:20])[CH2:13][C:12]=3[N:11]=[C:10]([CH:21]3[CH2:22][CH2:23][N:24]([C:27]4[N:32]=[CH:31][C:30]([O:33][CH2:57][C@@H:58]5[CH2:62][O:61][C:60]([CH3:64])([CH3:63])[O:59]5)=[CH:29][N:28]=4)[CH2:25][CH2:26]3)[C:9]=2[C@@H:34]([F:45])[C:35]2[CH:36]=[CH:37][C:38]([C:41]([F:43])([F:42])[F:44])=[CH:39][CH:40]=2)[CH2:6][CH2:7]1. The catalyst class is: 9. (5) Reactant: [H-].[Na+].[NH:3]1[CH2:8][C:7](=[O:9])[NH:6][CH2:5][C:4]1=[O:10].[CH:11]1([C@@H:17]([NH:19][C:20]([C:22]2[C:31]3[C:26](=[CH:27][CH:28]=[CH:29][CH:30]=3)[N:25]=[C:24]([C:32]3[CH:37]=[CH:36][CH:35]=[CH:34][CH:33]=3)[C:23]=2[CH2:38]Br)=[O:21])[CH3:18])[CH2:16][CH2:15][CH2:14][CH2:13][CH2:12]1.[Na+].[Cl-]. Product: [CH:11]1([C@@H:17]([NH:19][C:20]([C:22]2[C:31]3[C:26](=[CH:27][CH:28]=[CH:29][CH:30]=3)[N:25]=[C:24]([C:32]3[CH:33]=[CH:34][CH:35]=[CH:36][CH:37]=3)[C:23]=2[CH2:38][N:3]2[CH2:8][C:7](=[O:9])[NH:6][CH2:5][C:4]2=[O:10])=[O:21])[CH3:18])[CH2:16][CH2:15][CH2:14][CH2:13][CH2:12]1. The catalyst class is: 623. (6) Reactant: [NH2:1][C:2]1[N:3]=[C:4]([N:20]2[CH2:25][CH2:24][NH:23][CH2:22][CH2:21]2)[C:5]2[N:10]=[C:9]([CH2:11][CH2:12][C:13]3[CH:18]=[CH:17][C:16]([F:19])=[CH:15][CH:14]=3)[S:8][C:6]=2[N:7]=1.C(N(C(C)C)CC)(C)C.[Cl:35][C:36]1[CH:44]=[CH:43][C:39]([C:40](Cl)=[O:41])=[CH:38][CH:37]=1. Product: [NH2:1][C:2]1[N:3]=[C:4]([N:20]2[CH2:25][CH2:24][N:23]([C:40](=[O:41])[C:39]3[CH:43]=[CH:44][C:36]([Cl:35])=[CH:37][CH:38]=3)[CH2:22][CH2:21]2)[C:5]2[N:10]=[C:9]([CH2:11][CH2:12][C:13]3[CH:18]=[CH:17][C:16]([F:19])=[CH:15][CH:14]=3)[S:8][C:6]=2[N:7]=1. The catalyst class is: 4. (7) Reactant: [Br:1][C:2]1[CH:3]=[C:4]2[C:8](=[CH:9][CH:10]=1)[NH:7][CH:6]([CH3:11])[CH2:5]2.[CH3:12]I.[H-].[Na+].O. Product: [Br:1][C:2]1[CH:3]=[C:4]2[C:8](=[CH:9][CH:10]=1)[N:7]([CH3:12])[CH:6]([CH3:11])[CH2:5]2. The catalyst class is: 9.